Dataset: Forward reaction prediction with 1.9M reactions from USPTO patents (1976-2016). Task: Predict the product of the given reaction. (1) Given the reactants [H-].[Na+].CO[C:5]1[CH:10]=[CH:9][C:8]([OH:11])=[CH:7][CH:6]=1.[O-][C:13]1[CH:18]=CC=[CH:15][CH:14]=1, predict the reaction product. The product is: [CH2:6]1[CH2:7][C:8](=[O:11])[C:9]2[C:10](=[CH:18][CH:13]=[CH:14][CH:15]=2)[CH2:5]1. (2) The product is: [F:1][C:2]1[CH:43]=[CH:42][C:41]([F:44])=[CH:40][C:3]=1[CH2:4][N:5]1[CH:9]=[C:8]([C:10]2[C:18]3[C:13](=[N:14][CH:15]=[C:16]([C:19]4[CH:20]=[C:21]([NH:25][S:26]([CH3:29])(=[O:27])=[O:28])[CH:22]=[CH:23][CH:24]=4)[CH:17]=3)[NH:12][CH:11]=2)[CH:7]=[N:6]1. Given the reactants [F:1][C:2]1[CH:43]=[CH:42][C:41]([F:44])=[CH:40][C:3]=1[CH2:4][N:5]1[CH:9]=[C:8]([C:10]2[C:18]3[C:13](=[N:14][CH:15]=[C:16]([C:19]4[CH:20]=[C:21]([NH:25][S:26]([CH3:29])(=[O:28])=[O:27])[CH:22]=[CH:23][CH:24]=4)[CH:17]=3)[N:12](S(C3C=CC(C)=CC=3)(=O)=O)[CH:11]=2)[CH:7]=[N:6]1.[OH-].[Li+], predict the reaction product. (3) The product is: [C:1]([C:3]1[CH:9]=[CH:8][C:6]([NH:7][S:13](=[O:15])(=[O:14])[OH:16])=[C:5]([O:10][CH3:11])[CH:4]=1)#[N:2]. Given the reactants [C:1]([C:3]1[CH:9]=[CH:8][C:6]([NH2:7])=[C:5]([O:10][CH3:11])[CH:4]=1)#[N:2].Cl[S:13]([OH:16])(=[O:15])=[O:14], predict the reaction product. (4) Given the reactants C[O:2][CH:3](OC)[N:4]([CH3:6])C.[C:9]([C:13]1[CH:21]=[C:20]([CH3:22])[C:16](C(N)=O)=[C:15]([F:23])[CH:14]=1)([CH3:12])([CH3:11])[CH3:10].CC(C)([O-])C.[K+].Cl, predict the reaction product. The product is: [C:9]([C:13]1[CH:21]=[C:20]2[C:16](=[C:15]([F:23])[CH:14]=1)[C:3](=[O:2])[NH:4][CH:6]=[CH:22]2)([CH3:12])([CH3:10])[CH3:11]. (5) The product is: [Br:18][C:19]1[CH:26]=[C:25]([F:27])[C:22]([CH:23]=[C:4]([CH3:3])[C:5]([O:7][CH2:30][CH3:31])=[O:6])=[C:21]([F:28])[CH:20]=1. Given the reactants C([C:3](CC)(CC)[CH:4](P(O)(O)=O)[C:5]([OH:7])=[O:6])C.[H-].[Na+].[Br:18][C:19]1[CH:26]=[C:25]([F:27])[C:22]([CH:23]=O)=[C:21]([F:28])[CH:20]=1.Cl.[CH2:30]1COC[CH2:31]1, predict the reaction product. (6) Given the reactants [F:1][C:2]1[CH:11]=[C:10]2[C:5]([C:6]([N:19]3[C:27]4[C:22](=[CH:23][CH:24]=[C:25](I)[CH:26]=4)[C:21]([CH3:30])([CH3:29])[CH2:20]3)=[C:7]([CH3:18])[C:8]([C:12]3[CH:17]=[CH:16][CH:15]=[CH:14][N:13]=3)=[N:9]2)=[CH:4][CH:3]=1.[B:31]1([B:31]2[O:35][C:34]([CH3:37])([CH3:36])[C:33]([CH3:39])([CH3:38])[O:32]2)[O:35][C:34]([CH3:37])([CH3:36])[C:33]([CH3:39])([CH3:38])[O:32]1.C([O-])(=O)C.[K+].O1CCOCC1, predict the reaction product. The product is: [CH3:30][C:21]1([CH3:29])[C:22]2[C:27](=[CH:26][C:25]([B:31]3[O:35][C:34]([CH3:37])([CH3:36])[C:33]([CH3:39])([CH3:38])[O:32]3)=[CH:24][CH:23]=2)[N:19]([C:6]2[C:5]3[C:10](=[CH:11][C:2]([F:1])=[CH:3][CH:4]=3)[N:9]=[C:8]([C:12]3[CH:17]=[CH:16][CH:15]=[CH:14][N:13]=3)[C:7]=2[CH3:18])[CH2:20]1. (7) Given the reactants Br[C:2]([C:5](=[O:11])[C:6]1[CH:10]=[CH:9][S:8][CH:7]=1)([CH3:4])[CH3:3].[N-:12]=[N+:13]=[N-:14].[Na+].O, predict the reaction product. The product is: [N:12]([C:2]([C:5](=[O:11])[C:6]1[CH:10]=[CH:9][S:8][CH:7]=1)([CH3:4])[CH3:3])=[N+:13]=[N-:14]. (8) The product is: [NH2:1][C:4]1[CH:5]=[C:6]([C:12]([F:15])([F:13])[F:14])[C:7]([C:10]#[N:11])=[N:8][CH:9]=1. Given the reactants [N+:1]([C:4]1[CH:5]=[C:6]([C:12]([F:15])([F:14])[F:13])[C:7]([C:10]#[N:11])=[N:8][CH:9]=1)([O-])=O, predict the reaction product.